From a dataset of KCNQ2 potassium channel screen with 302,405 compounds. Binary Classification. Given a drug SMILES string, predict its activity (active/inactive) in a high-throughput screening assay against a specified biological target. (1) The molecule is S(O)(=O)(=O)c1n(CCOc2cc(ccc2)C)c2c(n1)cccc2. The result is 0 (inactive). (2) The compound is O=C(N1CC(CC(C1)C)C)C1CCC(CC1)CNC1=C(N2CCCCC2)C(=O)C1=O. The result is 0 (inactive). (3) The compound is S(=O)(=O)(N1CCOCC1)c1cc2N(C(=O)C3N(CCC3)c2cc1)CC#N. The result is 0 (inactive). (4) The result is 0 (inactive). The compound is O(C(=O)C1CC1)CC(=O)NC(=O)NCc1ccccc1.